Dataset: NCI-60 drug combinations with 297,098 pairs across 59 cell lines. Task: Regression. Given two drug SMILES strings and cell line genomic features, predict the synergy score measuring deviation from expected non-interaction effect. (1) Drug 1: CC1=C2C(C(=O)C3(C(CC4C(C3C(C(C2(C)C)(CC1OC(=O)C(C(C5=CC=CC=C5)NC(=O)OC(C)(C)C)O)O)OC(=O)C6=CC=CC=C6)(CO4)OC(=O)C)OC)C)OC. Drug 2: CC1C(C(CC(O1)OC2CC(OC(C2O)C)OC3=CC4=CC5=C(C(=O)C(C(C5)C(C(=O)C(C(C)O)O)OC)OC6CC(C(C(O6)C)O)OC7CC(C(C(O7)C)O)OC8CC(C(C(O8)C)O)(C)O)C(=C4C(=C3C)O)O)O)O. Cell line: SW-620. Synergy scores: CSS=32.3, Synergy_ZIP=-0.711, Synergy_Bliss=-2.66, Synergy_Loewe=-23.9, Synergy_HSA=-2.39. (2) Drug 1: CCN(CC)CCNC(=O)C1=C(NC(=C1C)C=C2C3=C(C=CC(=C3)F)NC2=O)C. Drug 2: CC1C(C(CC(O1)OC2CC(OC(C2O)C)OC3=CC4=CC5=C(C(=O)C(C(C5)C(C(=O)C(C(C)O)O)OC)OC6CC(C(C(O6)C)O)OC7CC(C(C(O7)C)O)OC8CC(C(C(O8)C)O)(C)O)C(=C4C(=C3C)O)O)O)O. Cell line: SK-MEL-5. Synergy scores: CSS=47.9, Synergy_ZIP=0.278, Synergy_Bliss=2.67, Synergy_Loewe=-12.5, Synergy_HSA=3.16. (3) Drug 1: C(CC(=O)O)C(=O)CN.Cl. Drug 2: CC1C(C(CC(O1)OC2CC(CC3=C2C(=C4C(=C3O)C(=O)C5=CC=CC=C5C4=O)O)(C(=O)C)O)N)O. Cell line: SK-MEL-2. Synergy scores: CSS=40.3, Synergy_ZIP=-4.36, Synergy_Bliss=-7.10, Synergy_Loewe=-34.5, Synergy_HSA=-9.55. (4) Drug 1: C1=CC(=CC=C1CC(C(=O)O)N)N(CCCl)CCCl.Cl. Drug 2: CC1C(C(CC(O1)OC2CC(OC(C2O)C)OC3=CC4=CC5=C(C(=O)C(C(C5)C(C(=O)C(C(C)O)O)OC)OC6CC(C(C(O6)C)O)OC7CC(C(C(O7)C)O)OC8CC(C(C(O8)C)O)(C)O)C(=C4C(=C3C)O)O)O)O. Cell line: A498. Synergy scores: CSS=-0.222, Synergy_ZIP=0.0914, Synergy_Bliss=4.00, Synergy_Loewe=0.684, Synergy_HSA=0.684. (5) Drug 1: CS(=O)(=O)C1=CC(=C(C=C1)C(=O)NC2=CC(=C(C=C2)Cl)C3=CC=CC=N3)Cl. Drug 2: CCCCC(=O)OCC(=O)C1(CC(C2=C(C1)C(=C3C(=C2O)C(=O)C4=C(C3=O)C=CC=C4OC)O)OC5CC(C(C(O5)C)O)NC(=O)C(F)(F)F)O. Cell line: RXF 393. Synergy scores: CSS=18.3, Synergy_ZIP=-0.116, Synergy_Bliss=3.95, Synergy_Loewe=5.70, Synergy_HSA=5.88. (6) Drug 1: CC1=C2C(C(=O)C3(C(CC4C(C3C(C(C2(C)C)(CC1OC(=O)C(C(C5=CC=CC=C5)NC(=O)C6=CC=CC=C6)O)O)OC(=O)C7=CC=CC=C7)(CO4)OC(=O)C)O)C)OC(=O)C. Drug 2: N.N.Cl[Pt+2]Cl. Cell line: M14. Synergy scores: CSS=19.0, Synergy_ZIP=-7.03, Synergy_Bliss=-6.66, Synergy_Loewe=-22.9, Synergy_HSA=-5.76. (7) Drug 1: C1=NC(=NC(=O)N1C2C(C(C(O2)CO)O)O)N. Drug 2: CC1=C(N=C(N=C1N)C(CC(=O)N)NCC(C(=O)N)N)C(=O)NC(C(C2=CN=CN2)OC3C(C(C(C(O3)CO)O)O)OC4C(C(C(C(O4)CO)O)OC(=O)N)O)C(=O)NC(C)C(C(C)C(=O)NC(C(C)O)C(=O)NCCC5=NC(=CS5)C6=NC(=CS6)C(=O)NCCC[S+](C)C)O. Cell line: 786-0. Synergy scores: CSS=37.7, Synergy_ZIP=-8.19, Synergy_Bliss=-1.32, Synergy_Loewe=-4.82, Synergy_HSA=3.87. (8) Drug 1: CC1=CC=C(C=C1)C2=CC(=NN2C3=CC=C(C=C3)S(=O)(=O)N)C(F)(F)F. Drug 2: C1=NC2=C(N=C(N=C2N1C3C(C(C(O3)CO)O)O)F)N. Cell line: OVCAR3. Synergy scores: CSS=4.41, Synergy_ZIP=-3.37, Synergy_Bliss=-0.770, Synergy_Loewe=-4.21, Synergy_HSA=-3.39. (9) Drug 1: CC(C1=C(C=CC(=C1Cl)F)Cl)OC2=C(N=CC(=C2)C3=CN(N=C3)C4CCNCC4)N. Drug 2: CC1CCC2CC(C(=CC=CC=CC(CC(C(=O)C(C(C(=CC(C(=O)CC(OC(=O)C3CCCCN3C(=O)C(=O)C1(O2)O)C(C)CC4CCC(C(C4)OC)OCCO)C)C)O)OC)C)C)C)OC. Cell line: OVCAR-8. Synergy scores: CSS=20.0, Synergy_ZIP=0.0108, Synergy_Bliss=-0.418, Synergy_Loewe=-12.3, Synergy_HSA=0.0211.